From a dataset of Reaction yield outcomes from USPTO patents with 853,638 reactions. Predict the reaction yield, written as a fraction of the theoretical maximum amount of product (1.0 means a 100% yield; for example, 0.34 means a 34% yield). (1) The reactants are [C:1]([Br:4])(=O)[CH3:2].[N+](C1C=[C:12]([CH2:14][C:15]([F:18])([F:17])[F:16])[N+:11]([O-:19])=[C:10]([CH2:20][C:21]([F:24])([F:23])[F:22])[CH:9]=1)([O-])=O.[OH-].[Na+]. The catalyst is CC(O)=O. The product is [Br:4][C:1]1[CH:9]=[C:10]([CH2:20][C:21]([F:22])([F:23])[F:24])[N+:11]([O-:19])=[C:12]([CH2:14][C:15]([F:16])([F:17])[F:18])[CH:2]=1. The yield is 0.720. (2) The reactants are N[C:2]1[CH:3]=[C:4]2[C:9](=[CH:10][CH:11]=1)[N:8]=[CH:7][CH2:6][C:5]2=[O:12].[CH2:13]=O.[BH3-][C:16]#[N:17].[Na+].Cl. The catalyst is CCO. The product is [CH3:13][N:17]([CH3:16])[C:2]1[CH:3]=[C:4]2[C:9](=[CH:10][CH:11]=1)[N:8]=[CH:7][CH2:6][C:5]2=[O:12]. The yield is 0.600. (3) The reactants are [Cl-].[CH3:2][O:3][CH2:4][P+](C1C=CC=CC=1)(C1C=CC=CC=1)C1C=CC=CC=1.CC([O-])(C)C.[K+].[Br:30][C:31]1[CH:32]=[C:33]([F:43])[CH:34]=[C:35]2[C:40]=1[N:39]=[C:38]([CH:41]=O)[CH:37]=[CH:36]2. The catalyst is C1COCC1. The product is [Br:30][C:31]1[CH:32]=[C:33]([F:43])[CH:34]=[C:35]2[C:40]=1[N:39]=[C:38]([CH:41]=[CH:2][O:3][CH3:4])[CH:37]=[CH:36]2. The yield is 0.820.